From a dataset of Forward reaction prediction with 1.9M reactions from USPTO patents (1976-2016). Predict the product of the given reaction. (1) Given the reactants [N:1]1C=CC(N2CCC3(CCN(C(N4CCC(CC(O)=O)CC4)=O)CC3)C2)=CC=1.Cl[C:30]([O:32][C:33]1[CH:38]=[CH:37][C:36]([N+:39]([O-:41])=[O:40])=[CH:35][CH:34]=1)=[O:31], predict the reaction product. The product is: [C:30](=[O:31])([O:32][C:33]1[CH:38]=[CH:37][C:36]([N+:39]([O-:41])=[O:40])=[CH:35][CH:34]=1)[NH2:1]. (2) The product is: [CH2:1]([O:4][C:5]1[C:9]2[CH:10]=[C:11]([N:18]3[S:22](=[O:23])(=[O:24])[NH:21][C:20](=[O:25])[CH2:19]3)[C:12]([OH:14])=[CH:13][C:8]=2[O:7][N:6]=1)[CH:2]=[CH2:3]. Given the reactants [CH2:1]([O:4][C:5]1[C:9]2[CH:10]=[C:11]([N:18]3[S:22](=[O:24])(=[O:23])[NH:21][C:20](=[O:25])[CH2:19]3)[C:12]([O:14]CC=C)=[CH:13][C:8]=2[O:7][N:6]=1)[CH:2]=[CH2:3].C(=O)([O-])[O-].[K+].[K+], predict the reaction product. (3) Given the reactants [CH3:1][O:2][C:3]([C:5]1[N:6]=[N:7][NH:8][C:9]=1[C:10]([O:12][CH3:13])=[O:11])=[O:4].[C:14](=O)([O-])[O-].[K+].[K+].CI, predict the reaction product. The product is: [CH3:13][O:12][C:10]([C:9]1[C:5]([C:3]([O:2][CH3:1])=[O:4])=[N:6][N:7]([CH3:14])[N:8]=1)=[O:11].[CH3:13][O:12][C:10]([C:9]1[N:8]=[N:7][N:6]([CH3:14])[C:5]=1[C:3]([O:2][CH3:1])=[O:4])=[O:11]. (4) Given the reactants [CH2:1]([P:5]([CH2:10][CH2:11][CH2:12][CH3:13])[CH2:6][CH2:7][CH2:8][CH3:9])[CH2:2][CH2:3][CH3:4].[CH3:14][O:15][C:16](=[O:21])[C:17]([O:19]C)=[O:18], predict the reaction product. The product is: [CH2:10]([P+:5]([CH2:1][CH2:2][CH2:3][CH3:4])([CH2:6][CH2:7][CH2:8][CH3:9])[CH3:14])[CH2:11][CH2:12][CH3:13].[CH3:14][O:15][C:16](=[O:21])[C:17]([O-:19])=[O:18]. (5) Given the reactants [NH2:1][C:2]1[C:3]([C:26]([O:28]C)=O)=[N:4][C:5]([C:9]2[CH:14]=[CH:13][CH:12]=[C:11]([C:15]#[C:16][C@@:17]([OH:25])([C:19]3[N:23]=[C:22]([CH3:24])[O:21][N:20]=3)[CH3:18])[CH:10]=2)=[C:6]([F:8])[CH:7]=1.[NH3:30], predict the reaction product. The product is: [NH2:1][C:2]1[C:3]([C:26]([NH2:30])=[O:28])=[N:4][C:5]([C:9]2[CH:14]=[CH:13][CH:12]=[C:11]([C:15]#[C:16][C@@:17]([OH:25])([C:19]3[N:23]=[C:22]([CH3:24])[O:21][N:20]=3)[CH3:18])[CH:10]=2)=[C:6]([F:8])[CH:7]=1. (6) Given the reactants O1CCOCC1.[CH3:7][O:8][C:9]1[CH:14]=[CH:13][C:12]([F:15])=[CH:11][C:10]=1B(O)O.Br[C:20]1[S:21][CH:22]=[CH:23][CH:24]=1.C(=O)([O-])[O-].[K+].[K+], predict the reaction product. The product is: [S:21]1[CH:22]=[CH:23][CH:24]=[C:20]1[C:10]1[CH:11]=[C:12]([F:15])[CH:13]=[CH:14][C:9]=1[O:8][CH3:7]. (7) Given the reactants [C:1]([O:5][C:6]([N:8]1[CH2:14][CH2:13][C:12]2[C:15]([S:20][CH2:21][C:22]3[CH:27]=[CH:26][C:25]([C:28](O)=[O:29])=[CH:24][N:23]=3)=[C:16]([Cl:19])[CH:17]=[CH:18][C:11]=2[CH2:10][CH2:9]1)=[O:7])([CH3:4])([CH3:3])[CH3:2].CN(C(ON1N=NC2C=CC=NC1=2)=[N+](C)C)C.F[P-](F)(F)(F)(F)F.C(N(CC)C(C)C)(C)C.[F:64][C:65]1[CH:72]=[C:71]([C:73]([F:76])([F:75])[F:74])[CH:70]=[CH:69][C:66]=1[CH2:67][NH2:68], predict the reaction product. The product is: [C:1]([O:5][C:6]([N:8]1[CH2:14][CH2:13][C:12]2[C:15]([S:20][CH2:21][C:22]3[CH:27]=[CH:26][C:25]([C:28](=[O:29])[NH:68][CH2:67][C:66]4[CH:69]=[CH:70][C:71]([C:73]([F:74])([F:75])[F:76])=[CH:72][C:65]=4[F:64])=[CH:24][N:23]=3)=[C:16]([Cl:19])[CH:17]=[CH:18][C:11]=2[CH2:10][CH2:9]1)=[O:7])([CH3:2])([CH3:4])[CH3:3]. (8) Given the reactants [CH:1]([C:3]1[C:11]2[N:7]([CH:8]=[CH:9][CH:10]=2)[C:6]([C:12]([O:14][CH2:15][CH3:16])=[O:13])=[CH:5][CH:4]=1)=O.[NH2:17][OH:18].Cl.CC([O-])=O.[Na+], predict the reaction product. The product is: [OH:18]/[N:17]=[CH:1]/[C:3]1[C:11]2[N:7]([CH:8]=[CH:9][CH:10]=2)[C:6]([C:12]([O:14][CH2:15][CH3:16])=[O:13])=[CH:5][CH:4]=1. (9) Given the reactants [CH3:1][O:2][C:3]1[C:8]([O:9][CH3:10])=[CH:7][CH:6]=[CH:5][C:4]=1[OH:11].F[C:13]1[CH:18]=[CH:17][C:16]([F:19])=[CH:15][C:14]=1[N+:20]([O-:22])=[O:21].[CH3:23][O:24][C:25]1[C:39]([O:40][CH3:41])=[CH:38][CH:37]=[CH:36][C:26]=1[O:27][C:28]1[CH:34]=[CH:33][C:32]([F:35])=[CH:31][C:29]=1[NH2:30].[NH2:42][C:43]1[S:44][CH:45]=[CH:46][N:47]=1, predict the reaction product. The product is: [CH3:1][O:2][C:3]1[C:8]([O:9][CH3:10])=[CH:7][CH:6]=[CH:5][C:4]=1[O:11][C:13]1[CH:18]=[CH:17][C:16]([F:19])=[CH:15][C:14]=1[N+:20]([O-:22])=[O:21].[CH3:23][O:24][C:25]1[C:39]([O:40][CH3:41])=[CH:38][CH:37]=[CH:36][C:26]=1[O:27][C:28]1[CH:34]=[CH:33][C:32]([F:35])=[CH:31][C:29]=1[NH:30][C:4]([NH:42][C:43]1[S:44][CH:45]=[CH:46][N:47]=1)=[O:11].